Dataset: Catalyst prediction with 721,799 reactions and 888 catalyst types from USPTO. Task: Predict which catalyst facilitates the given reaction. Reactant: CS(C)=O.C(Cl)(=O)C(Cl)=O.[OH:11][CH2:12][CH2:13][CH:14]([CH3:26])[C:15]([C:17]1[CH:22]=[CH:21][C:20]([O:23][CH3:24])=[CH:19][C:18]=1[Cl:25])=[O:16].CCN(CC)CC. Product: [Cl:25][C:18]1[CH:19]=[C:20]([O:23][CH3:24])[CH:21]=[CH:22][C:17]=1[C:15](=[O:16])[CH:14]([CH3:26])[CH2:13][CH:12]=[O:11]. The catalyst class is: 2.